Task: Regression. Given a peptide amino acid sequence and an MHC pseudo amino acid sequence, predict their binding affinity value. This is MHC class I binding data.. Dataset: Peptide-MHC class I binding affinity with 185,985 pairs from IEDB/IMGT (1) The peptide sequence is MILAVVITL. The MHC is HLA-A02:01 with pseudo-sequence HLA-A02:01. The binding affinity (normalized) is 0.785. (2) The MHC is HLA-A26:01 with pseudo-sequence HLA-A26:01. The peptide sequence is RLDARLQVL. The binding affinity (normalized) is 0.0847. (3) The binding affinity (normalized) is 0.0847. The peptide sequence is KLTQGRQTY. The MHC is HLA-B58:01 with pseudo-sequence HLA-B58:01. (4) The peptide sequence is TLFIGSHVV. The MHC is HLA-A30:02 with pseudo-sequence HLA-A30:02. The binding affinity (normalized) is 0.462. (5) The peptide sequence is VTERIFREY. The MHC is HLA-A01:01 with pseudo-sequence HLA-A01:01. The binding affinity (normalized) is 0.801. (6) The peptide sequence is SQMTSTFIML. The MHC is HLA-A02:01 with pseudo-sequence HLA-A02:01. The binding affinity (normalized) is 0.752. (7) The peptide sequence is RISGVDRYY. The MHC is HLA-B57:01 with pseudo-sequence HLA-B57:01. The binding affinity (normalized) is 0.353. (8) The peptide sequence is GPKVKQWPL. The MHC is HLA-A31:01 with pseudo-sequence HLA-A31:01. The binding affinity (normalized) is 0.128. (9) The peptide sequence is EMADYIFFV. The MHC is HLA-A24:03 with pseudo-sequence HLA-A24:03. The binding affinity (normalized) is 0.0847.